From a dataset of Drug-target binding data from BindingDB using IC50 measurements. Regression. Given a target protein amino acid sequence and a drug SMILES string, predict the binding affinity score between them. We predict pIC50 (pIC50 = -log10(IC50 in M); higher means more potent). Dataset: bindingdb_ic50. (1) The pIC50 is 5.7. The small molecule is C[C@H](NC(=O)OCc1ccccc1)C(=O)N[C@@H](C)C(=O)NN(CC(N)=O)C(=O)C=Cc1ccco1. The target protein sequence is MMLFSLFLISILHILLVKCQLDTNYEVSDETVSDNNKWAVLVAGSNGYPNYRHQADVCHAYHVLRSKGIKPEHIITMMYDDIAYNLMNPFPGKLFNDYNHKDWYEGVVIDYRGKKVNSKTFLKVLKGDKSAGGKVLKSGKNDDVFIYFTDHGAPGLIAFPDDELYAKQFMSTLKYLHSHKRYSKLVIYIEACESGSMFQRILPSNLSIYATTAASPTESSYGTFCDDPTITTCLADLYSYDWIVDSQTHHLTQRTLDQQYKEVKRETNLSHVQRYGDTRMGKLHVSEFQGSRDKSSTENDEPPMKPRHSIASRDIPLHTLHRQIMMTNNAEDKSFLMQILGLKLKRRDLIEDTMKLIVKVMNNEEIPNTKATIDQTLDCTESVYEQFKSKCFTLQQAPEVGGHFSTLYNYCADGYTAETINEAIIKICG. (2) The drug is CO[C@@H]1COCC[C@@H]1N[C@@H]1CC[C@@](C(=O)N2CCN(c3cc(C(F)(F)F)ccn3)CC2)(C(C)C)C1. The target protein (O55193) has sequence MEDSNMLPQFIHGILSTSHSLFPRSIQELDEGATTPYDYDDGEPCHKTSVKQIGAWILPPLYSLVFIFGFVGNMLVIIILISCKKLKSMTDIYLFNLAISDLLFLLTLPFWAHYAANEWVFGNIMCKLFTGLYHIGYFGGIFFIILLTIDRYLAIVHAVFALKARTVTFGVITSVVTWVVAVFASLPGIIFTKSEQEDDQHTCGPYFPTIWKNFQTIMRNILSLILPLLVMVICYSGILHTLFRCRNEKKRHRAVRLIFAIMIVYFLFWTPYNIVLFLTTFQEFLGMSNCVVDMHLDQAMQVTETLGMTHCCVNPIIYAFVGEKFRRYLSIFFRKHIAKNLCKQCPVFYRETADRVSSTFTPSTGEQEVSVGL. The pIC50 is 8.5. (3) The compound is Cc1nc(-c2ccccn2)nc(NCCc2ccccc2)c1F. The target protein (P53582) has sequence MAAVETRVCETDGCSSEAKLQCPTCIKLGIQGSYFCSQECFKGSWATHKLLHKKAKDEKAKREVSSWTVEGDINTDPWAGYRYTGKLRPHYPLMPTRPVPSYIQRPDYADHPLGMSESEQALKGTSQIKLLSSEDIEGMRLVCRLAREVLDVAAGMIKPGVTTEEIDHAVHLACIARNCYPSPLNYYNFPKSCCTSVNEVICHGIPDRRPLQEGDIVNVDITLYRNGYHGDLNETFFVGEVDDGARKLVQTTYECLMQAIDAVKPGVRYRELGNIIQKHAQANGFSVVRSYCGHGIHKLFHTAPNVPHYAKNKAVGVMKSGHVFTIEPMICEGGWQDETWPDGWTAVTRDGKRSAQFEHTLLVTDTGCEILTRRLDSARPHFMSQF. The pIC50 is 5.3. (4) The compound is COc1ccc(Nc2ccnc3cc(OC)c(OC)cc23)cc1OC. The target protein (Q05030) has sequence MGLPEVMPASVLRGQLLLFVLLLLGPQISQGLVITPPGPEFVLNISSTFVLTCSSSAPVMWEQMSQVPWQEAAMNQDGTFSSVLTLTNVTGGDTGEYFCVYNNSLGPELSERKRIYIFVPDPTMGFLPMDSEDLFIFVTDVTETTIPCRVTDPQLEVTLHEKKVDIPLHVPYDHQRGFIGTFEDKTYICKTTIGDREVDSDTYYVYSLQVSSINVSVNAVQTVVRQGESITIRCIVMGNDVVNFQWTYPRMKSGRLVEPVTDYLFGVPSRIGSILHIPTAELSDSGTYTCNVSVSVNDHGDEKAINVTVIENGYVRLLETLEDVQIAELHRSRTLQVVFEAYPTPSVLWFKDNRTLGDSSAGELVLSTRNVSETRYVSELTLVRVKVSEAGYYTMRAFHADDQVQLSFKLQVNVPVRVLELSESHPANGEQILRCRGRGMPQPNVTWSTCRDLKRCPRKLSPTPLGNSSKEESQLETNVTFWEEDQEYEVVSTLRLRHVD.... The pIC50 is 5.6. (5) The drug is O=C(NCCOc1ccccc1)c1nnc[nH]1. The target protein (Q9HC16) has sequence MKPHFRNTVERMYRDTFSYNFYNRPILSRRNTVWLCYEVKTKGPSRPPLDAKIFRGQVYSELKYHPEMRFFHWFSKWRKLHRDQEYEVTWYISWSPCTKCTRDMATFLAEDPKVTLTIFVARLYYFWDPDYQEALRSLCQKRDGPRATMKIMNYDEFQHCWSKFVYSQRELFEPWNNLPKYYILLHIMLGEILRHSMDPPTFTFNFNNEPWVRGRHETYLCYEVERMHNDTWVLLNQRRGFLCNQAPHKHGFLEGRHAELCFLDVIPFWKLDLDQDYRVTCFTSWSPCFSCAQEMAKFISKNKHVSLCIFTARIYDDQGRCQEGLRTLAEAGAKISIMTYSEFKHCWDTFVDHQGCPFQPWDGLDEHSQDLSGRLRAILQNQEN. The pIC50 is 4.7. (6) The small molecule is Cc1cc(C)c(-n2ccn3nc(-c4cccnc4)cc23)cc1NC(=O)c1cc(F)cc(S(F)(F)(F)(F)F)c1. The target protein sequence is NVQRRMAQAFQNVREEPAVQFNSGTLALNRKVKNNPDPTIYPVLDWNDIKFQDVIGEGNFGQVLKARIKKDGLRMDAAIKRMKEYASKDDHRDFAGELEVLCKLGHHPNIINLLGACEHRGYLYLAIEYAPHGNLLDFLRKSRVLETDPAFAIANSTASTLSSQQLLHFAADVARGMDYLSQKQFIHRDLAARNILVGENYVAKIADFGLSRGQEVYVKKTMGRLPVRWMAIESLNYSVYTTNSDVWSYGVLLWEIVSLGGTPYCGMTCAELYEKLPQGYRLEKPLNCDDEVYDLMRQCWREKPYERPSFAQILVSLNRMLEERKTYVNTTLYEKFTYAGIDCSAEEAA. The pIC50 is 9.2.